This data is from NCI-60 drug combinations with 297,098 pairs across 59 cell lines. The task is: Regression. Given two drug SMILES strings and cell line genomic features, predict the synergy score measuring deviation from expected non-interaction effect. Drug 1: CC(CN1CC(=O)NC(=O)C1)N2CC(=O)NC(=O)C2. Drug 2: N.N.Cl[Pt+2]Cl. Cell line: SK-MEL-2. Synergy scores: CSS=30.6, Synergy_ZIP=-0.373, Synergy_Bliss=8.86, Synergy_Loewe=5.32, Synergy_HSA=5.85.